Task: Predict the product of the given reaction.. Dataset: Forward reaction prediction with 1.9M reactions from USPTO patents (1976-2016) (1) Given the reactants [N:1]1[CH:6]=[CH:5][CH:4]=[C:3]([C:7]2[C:8]3[CH:15]=[CH:14][C:13]([OH:16])=[CH:12][C:9]=3[S:10][CH:11]=2)[CH:2]=1.[CH2:17](Br)[CH3:18].C(=O)([O-])[O-].[K+].[K+], predict the reaction product. The product is: [CH2:17]([O:16][C:13]1[CH:14]=[CH:15][C:8]2[C:7]([C:3]3[CH:2]=[N:1][CH:6]=[CH:5][CH:4]=3)=[CH:11][S:10][C:9]=2[CH:12]=1)[CH3:18]. (2) Given the reactants Br[C:2]1[CH:3]=[C:4]([C:14]([NH:16][CH2:17][C:18]2[C:19](=[O:26])[NH:20][C:21]([CH3:25])=[CH:22][C:23]=2[CH3:24])=[O:15])[C:5]2[CH:6]=[N:7][N:8]([CH:11]([CH3:13])[CH3:12])[C:9]=2[CH:10]=1.[C:27]1(B(O)O)[CH:32]=[CH:31][CH:30]=[CH:29][CH:28]=1.P([O-])([O-])([O-])=O.[K+].[K+].[K+].N#N, predict the reaction product. The product is: [NH3:7].[CH3:24][C:23]1[CH:22]=[C:21]([CH3:25])[NH:20][C:19](=[O:26])[C:18]=1[CH2:17][NH:16][C:14]([C:4]1[C:5]2[CH:6]=[N:7][N:8]([CH:11]([CH3:13])[CH3:12])[C:9]=2[CH:10]=[C:2]([C:27]2[CH:32]=[CH:31][CH:30]=[CH:29][CH:28]=2)[CH:3]=1)=[O:15]. (3) Given the reactants [NH:1]([CH2:6][C:7]([OH:9])=[O:8])[CH2:2][C:3]([OH:5])=[O:4].[O:10]1COCO[CH2:11]1, predict the reaction product. The product is: [OH:10][CH2:11][N:1]([CH2:6][C:7]([OH:9])=[O:8])[CH2:2][C:3]([OH:5])=[O:4]. (4) Given the reactants [F:1][C:2]1[C:7]([F:8])=[CH:6][CH:5]=[CH:4][C:3]=1[C:9](=O)[CH3:10].[C:12]([S@:16]([NH2:18])=[O:17])([CH3:15])([CH3:14])[CH3:13].[BH4-].[Na+].CO, predict the reaction product. The product is: [F:1][C:2]1[C:7]([F:8])=[CH:6][CH:5]=[CH:4][C:3]=1[C@H:9]([NH:18][S:16]([C:12]([CH3:15])([CH3:14])[CH3:13])=[O:17])[CH3:10]. (5) Given the reactants [Br:1][C:2]1[CH:3]=[C:4]([CH3:11])[C:5]([C:8]([OH:10])=[O:9])=[N:6][CH:7]=1.[C:12](=O)([O-])[O-].[K+].[K+].IC, predict the reaction product. The product is: [Br:1][C:2]1[CH:3]=[C:4]([CH3:11])[C:5]([C:8]([O:10][CH3:12])=[O:9])=[N:6][CH:7]=1. (6) The product is: [OH:8][C:9]1[C:13]([OH:14])=[C:12]([C:22]([N:24]([CH3:25])[CH3:26])=[O:23])[N:11]([C:27]2[CH:32]=[CH:31][C:30]([O:33][CH3:34])=[CH:29][CH:28]=2)[C:10]=1[C:35]([N:37]([CH3:38])[CH3:39])=[O:36]. Given the reactants C([O:8][C:9]1[C:13]([O:14]CC2C=CC=CC=2)=[C:12]([C:22]([N:24]([CH3:26])[CH3:25])=[O:23])[N:11]([C:27]2[CH:32]=[CH:31][C:30]([O:33][CH3:34])=[CH:29][CH:28]=2)[C:10]=1[C:35]([N:37]([CH3:39])[CH3:38])=[O:36])C1C=CC=CC=1.[H][H], predict the reaction product. (7) Given the reactants [NH2:1][C:2]1[CH:9]=[CH:8][C:5]([C:6]#[N:7])=[CH:4][C:3]=1[SH:10].Br[CH2:12][C:13]1[CH:18]=[CH:17][CH:16]=[CH:15][CH:14]=1.C([O-])([O-])=O.[K+].[K+], predict the reaction product. The product is: [NH2:1][C:2]1[CH:9]=[CH:8][C:5]([C:6]#[N:7])=[CH:4][C:3]=1[S:10][CH2:12][C:13]1[CH:18]=[CH:17][CH:16]=[CH:15][CH:14]=1. (8) Given the reactants C[O:2][C:3](=[O:39])[CH2:4][C@H:5]1[C:9]2[CH:10]=[CH:11][C:12]([O:14][CH2:15][C:16]3[CH:17]=[C:18]([C:22]4[C:27]([CH3:28])=[CH:26][C:25]([O:29][CH2:30][CH2:31][CH2:32][S:33]([CH3:36])(=[O:35])=[O:34])=[C:24]([F:37])[C:23]=4[CH3:38])[CH:19]=[CH:20][CH:21]=3)=[CH:13][C:8]=2[O:7][CH2:6]1.CO.[OH-].[Na+].Cl, predict the reaction product. The product is: [F:37][C:24]1[C:23]([CH3:38])=[C:22]([C:18]2[CH:19]=[CH:20][CH:21]=[C:16]([CH2:15][O:14][C:12]3[CH:11]=[CH:10][C:9]4[C@H:5]([CH2:4][C:3]([OH:39])=[O:2])[CH2:6][O:7][C:8]=4[CH:13]=3)[CH:17]=2)[C:27]([CH3:28])=[CH:26][C:25]=1[O:29][CH2:30][CH2:31][CH2:32][S:33]([CH3:36])(=[O:34])=[O:35].